From a dataset of Full USPTO retrosynthesis dataset with 1.9M reactions from patents (1976-2016). Predict the reactants needed to synthesize the given product. Given the product [CH2:20]([O:27][CH2:28][CH2:29][CH2:30][CH2:31][C@H:32]1[NH:39][C:40](=[O:42])[CH2:35][O:34][CH2:33]1)[C:21]1[CH:26]=[CH:25][CH:24]=[CH:23][CH:22]=1, predict the reactants needed to synthesize it. The reactants are: C(OCC)(=O)C.C1(NC2CCCCC2)CCCCC1.[CH2:20]([O:27][CH2:28][CH2:29][CH2:30][CH2:31][C@@H:32]([NH:39][C:40]([O:42]C(C)(C)C)=O)[CH2:33][O:34][CH2:35]C(O)=O)[C:21]1[CH:26]=[CH:25][CH:24]=[CH:23][CH:22]=1.S(=O)(=O)(O)O.